Dataset: Catalyst prediction with 721,799 reactions and 888 catalyst types from USPTO. Task: Predict which catalyst facilitates the given reaction. Reactant: Br[C:2]1[CH:7]=[CH:6][C:5]([S:8]([NH:11][C:12]2[CH:17]=[CH:16][C:15]([Cl:18])=[CH:14][C:13]=2[C:19]([C:21]2[CH:26]=[CH:25][N:24]=[CH:23][CH:22]=2)=[O:20])(=[O:10])=[O:9])=[CH:4][CH:3]=1.C(=O)([O-])[O-].[Na+].[Na+].[O:33]1[CH:37]=[CH:36][CH:35]=[C:34]1B(O)O. Product: [Cl:18][C:15]1[CH:16]=[CH:17][C:12]([NH:11][S:8]([C:5]2[CH:6]=[CH:7][C:2]([C:34]3[O:33][CH:37]=[CH:36][CH:35]=3)=[CH:3][CH:4]=2)(=[O:10])=[O:9])=[C:13]([C:19]([C:21]2[CH:26]=[CH:25][N:24]=[CH:23][CH:22]=2)=[O:20])[CH:14]=1. The catalyst class is: 455.